From a dataset of Merck oncology drug combination screen with 23,052 pairs across 39 cell lines. Regression. Given two drug SMILES strings and cell line genomic features, predict the synergy score measuring deviation from expected non-interaction effect. Drug 1: CN(C)C(=N)N=C(N)N. Drug 2: COC1CC2CCC(C)C(O)(O2)C(=O)C(=O)N2CCCCC2C(=O)OC(C(C)CC2CCC(OP(C)(C)=O)C(OC)C2)CC(=O)C(C)C=C(C)C(O)C(OC)C(=O)C(C)CC(C)C=CC=CC=C1C. Cell line: MDAMB436. Synergy scores: synergy=3.60.